Dataset: Catalyst prediction with 721,799 reactions and 888 catalyst types from USPTO. Task: Predict which catalyst facilitates the given reaction. (1) Reactant: [N+:1]([C:4]1[CH:19]=[CH:18][C:7]2[N:8]=[C:9]([CH:11]=[CH:12][N:13]3[CH2:17][CH2:16][CH2:15][CH2:14]3)[O:10][C:6]=2[CH:5]=1)([O-])=O. Product: [N:13]1([CH:12]=[CH:11][C:9]2[O:10][C:6]3[CH:5]=[C:4]([NH2:1])[CH:19]=[CH:18][C:7]=3[N:8]=2)[CH2:17][CH2:16][CH2:15][CH2:14]1. The catalyst class is: 29. (2) Reactant: C([O:5][C:6](=[O:50])[C@:7]([NH:24][C:25]([NH:27][C@@H:28]1[CH2:43][C:42]2=[CH:44][CH:45]=[C:39]([CH:40]=[CH:41]2)[O:38][CH2:37][CH2:36][CH2:35][CH2:34][O:33][CH2:32][C@H:31]([CH:46]([CH3:48])[CH3:47])[NH:30][C:29]1=[O:49])=[O:26])([CH3:23])[CH2:8][C:9]1[CH:10]=[N:11][C:12]([NH:15]C(OC(C)(C)C)=O)=[CH:13][CH:14]=1)(C)(C)C.Cl.[OH-].[Na+].[Na]. Product: [NH2:15][C:12]1[N:11]=[CH:10][C:9]([CH2:8][C@@:7]([NH:24][C:25]([NH:27][C@@H:28]2[CH2:43][C:42]3=[CH:44][CH:45]=[C:39]([CH:40]=[CH:41]3)[O:38][CH2:37][CH2:36][CH2:35][CH2:34][O:33][CH2:32][C@H:31]([CH:46]([CH3:47])[CH3:48])[NH:30][C:29]2=[O:49])=[O:26])([CH3:23])[C:6]([OH:50])=[O:5])=[CH:14][CH:13]=1. The catalyst class is: 1. (3) The catalyst class is: 12. Reactant: Br[C:2]1[CH:14]=[CH:13][CH:12]=[C:11]([CH3:15])[C:3]=1[O:4][CH:5]1[CH2:10][CH2:9][CH2:8][CH2:7][O:6]1.[N:16]1[CH:21]=[CH:20][C:19](B(O)O)=[CH:18][CH:17]=1.C([O-])([O-])=O.[Cs+].[Cs+]. Product: [CH3:15][C:11]1[C:3]([O:4][CH:5]2[CH2:10][CH2:9][CH2:8][CH2:7][O:6]2)=[C:2]([C:19]2[CH:20]=[CH:21][N:16]=[CH:17][CH:18]=2)[CH:14]=[CH:13][CH:12]=1. (4) Reactant: [CH2:1]([NH:8][C:9]([C:11]1[N:20]=[CH:19][CH:18]=[C:17]2[C:12]=1[CH:13]=[C:14]([C:36]1[CH:41]=[CH:40][CH:39]=[CH:38][CH:37]=1)[C:15]([C:21]1[CH:35]=[CH:34][C:24]([CH2:25][NH:26]C(=O)OC(C)(C)C)=[CH:23][CH:22]=1)=[N:16]2)=[O:10])[C:2]1[CH:7]=[CH:6][CH:5]=[CH:4][CH:3]=1.[ClH:42]. Product: [Cl-:42].[CH2:1]([NH:8][C:9]([C:11]1[N:20]=[CH:19][CH:18]=[C:17]2[C:12]=1[CH:13]=[C:14]([C:36]1[CH:41]=[CH:40][CH:39]=[CH:38][CH:37]=1)[C:15]([C:21]1[CH:35]=[CH:34][C:24]([CH2:25][NH3+:26])=[CH:23][CH:22]=1)=[N:16]2)=[O:10])[C:2]1[CH:3]=[CH:4][CH:5]=[CH:6][CH:7]=1. The catalyst class is: 91. (5) Reactant: [NH2:1][C:2]1[CH:3]=[CH:4][C:5]2[CH2:11][N:10]([C:12]([O:14][C:15]([CH3:18])([CH3:17])[CH3:16])=[O:13])[CH2:9][CH2:8][CH2:7][C:6]=2[CH:19]=1.[C:20]1([CH2:26][O:27][C:28]([NH:30][C@H:31]([C:36](O)=[O:37])[CH2:32][CH2:33][S:34][CH3:35])=[O:29])[CH:25]=[CH:24][CH:23]=[CH:22][CH:21]=1.CN(C(ON1N=NC2C=CC=NC1=2)=[N+](C)C)C.F[P-](F)(F)(F)(F)F.C(N(CC)C(C)C)(C)C.[Cl-].[NH4+]. Product: [C:20]1([CH2:26][O:27][C:28]([NH:30][C@H:31]([C:36]([NH:1][C:2]2[CH:3]=[CH:4][C:5]3[CH2:11][N:10]([C:12]([O:14][C:15]([CH3:16])([CH3:18])[CH3:17])=[O:13])[CH2:9][CH2:8][CH2:7][C:6]=3[CH:19]=2)=[O:37])[CH2:32][CH2:33][S:34][CH3:35])=[O:29])[CH:21]=[CH:22][CH:23]=[CH:24][CH:25]=1. The catalyst class is: 2. (6) Reactant: [C:1]1([C:14]2[CH:19]=[CH:18][CH:17]=[CH:16][CH:15]=2)[CH:6]=[CH:5][C:4]([C:7]([NH:9][CH2:10][C:11]([OH:13])=O)=[O:8])=[CH:3][CH:2]=1.CCN(C(C)C)C(C)C.C1C=CC2N(O)N=NC=2C=1.CCN=C=NCCCN(C)C.Cl.FC(F)(F)C(O)=O.[Br:58][C:59]1[CH:71]=[CH:70][CH:69]=[CH:68][C:60]=1[O:61][CH:62]1[CH2:67][CH2:66][NH:65][CH2:64][CH2:63]1. Product: [Br:58][C:59]1[CH:71]=[CH:70][CH:69]=[CH:68][C:60]=1[O:61][CH:62]1[CH2:67][CH2:66][N:65]([C:11](=[O:13])[CH2:10][NH:9][C:7]([C:4]2[CH:3]=[CH:2][C:1]([C:14]3[CH:19]=[CH:18][CH:17]=[CH:16][CH:15]=3)=[CH:6][CH:5]=2)=[O:8])[CH2:64][CH2:63]1. The catalyst class is: 18. (7) Reactant: [CH:1]1([NH:6][C:7]2[N:12]3[N:13]=[C:14]([C:28]4[CH:29]=[C:30]([OH:34])[CH:31]=[CH:32][CH:33]=4)[C:15]([C:16]4[CH:21]=[CH:20][N:19]=[C:18]([NH:22][CH:23]5[CH2:27][CH2:26][CH2:25][CH2:24]5)[N:17]=4)=[C:11]3[CH:10]=[CH:9][CH:8]=2)[CH2:5][CH2:4][CH2:3][CH2:2]1.C(=O)([O-])[O-].[Cs+].[Cs+].Br[CH2:42][CH:43]1[CH2:45][CH2:44]1.C(OCC)(=O)C. Product: [CH:1]1([NH:6][C:7]2[N:12]3[N:13]=[C:14]([C:28]4[CH:33]=[CH:32][CH:31]=[C:30]([O:34][CH2:42][CH:43]5[CH2:45][CH2:44]5)[CH:29]=4)[C:15]([C:16]4[CH:21]=[CH:20][N:19]=[C:18]([NH:22][CH:23]5[CH2:24][CH2:25][CH2:26][CH2:27]5)[N:17]=4)=[C:11]3[CH:10]=[CH:9][CH:8]=2)[CH2:2][CH2:3][CH2:4][CH2:5]1. The catalyst class is: 10.